From a dataset of Reaction yield outcomes from USPTO patents with 853,638 reactions. Predict the reaction yield, written as a fraction of the theoretical maximum amount of product (1.0 means a 100% yield; for example, 0.34 means a 34% yield). (1) The reactants are NC1C=C(Cl)C(N2C=C3C(NC4C=C(C)N=CN=4)=NC=C(F)C3=N2)=C(Cl)C=1.[Cl:28][C:29]1[C:30]([N:40]2[CH:57]=[C:43]3[C:44]([NH:49][C:50]4[CH:55]=[C:54]([CH3:56])[N:53]=[CH:52][N:51]=4)=[N:45][CH:46]=[C:47]([F:48])[C:42]3=[N:41]2)=[C:31]([CH:34]=[C:35]([N+:37]([O-])=O)[CH:36]=1)[C:32]#[N:33]. No catalyst specified. The product is [NH2:37][C:35]1[CH:36]=[C:29]([Cl:28])[C:30]([N:40]2[CH:57]=[C:43]3[C:44]([NH:49][C:50]4[CH:55]=[C:54]([CH3:56])[N:53]=[CH:52][N:51]=4)=[N:45][CH:46]=[C:47]([F:48])[C:42]3=[N:41]2)=[C:31]([CH:34]=1)[C:32]#[N:33]. The yield is 0.300. (2) The reactants are [CH2:1]([C:8]1[N:12]=[C:11]([CH2:13][CH2:14][C:15]([NH:17]/[N:18]=[C:19]2\[NH:20][C:21](=[O:37])[C:22]3[NH:23][C:24]([C:33]([F:36])([F:35])[F:34])=[N:25][C:26]=3[N:27]\2[CH2:28][CH2:29][CH2:30][CH2:31][CH3:32])=O)[O:10][N:9]=1)[C:2]1[CH:7]=[CH:6][CH:5]=[CH:4][CH:3]=1. The catalyst is C1(C)C=CC=CC=1. The product is [CH2:1]([C:8]1[N:12]=[C:11]([CH2:13][CH2:14][C:15]2[N:20]3[C:21](=[O:37])[C:22]4[NH:23][C:24]([C:33]([F:35])([F:36])[F:34])=[N:25][C:26]=4[N:27]([CH2:28][CH2:29][CH2:30][CH2:31][CH3:32])[C:19]3=[N:18][N:17]=2)[O:10][N:9]=1)[C:2]1[CH:3]=[CH:4][CH:5]=[CH:6][CH:7]=1. The yield is 0.178. (3) The product is [CH3:3][O:4][C:5](=[O:21])[C:6]1[CH:7]=[CH:8][C:9]([O:12][C:13]2[CH:18]=[CH:17][C:16]([CH2:19][OH:20])=[CH:15][CH:14]=2)=[CH:10][CH:11]=1. The catalyst is [OH-].[Na+].CO.C(Cl)Cl. The yield is 0.990. The reactants are [BH4-].[Na+].[CH3:3][O:4][C:5](=[O:21])[C:6]1[CH:11]=[CH:10][C:9]([O:12][C:13]2[CH:18]=[CH:17][C:16]([CH:19]=[O:20])=[CH:15][CH:14]=2)=[CH:8][CH:7]=1. (4) The reactants are Cl[C:2]1[C:3]2[N:4]([N:8]=[N:9][N:10]=2)[CH:5]=[CH:6][N:7]=1.[N:11]1([C:17]([O:19][C:20]([CH3:23])([CH3:22])[CH3:21])=[O:18])[CH2:16][CH2:15][NH:14][CH2:13][CH2:12]1.C(N(CC)CC)C. The catalyst is CCO. The product is [N:10]1[N:9]=[N:8][N:4]2[CH:5]=[CH:6][N:7]=[C:2]([N:14]3[CH2:13][CH2:12][N:11]([C:17]([O:19][C:20]([CH3:23])([CH3:22])[CH3:21])=[O:18])[CH2:16][CH2:15]3)[C:3]=12. The yield is 0.910. (5) The reactants are Cl[C:2]1[C:7]([C:8]#[N:9])=[CH:6][CH:5]=[CH:4][N:3]=1.Cl.[CH2:11]([O:13][C:14](=[O:17])[CH2:15][NH2:16])[CH3:12].C(=O)([O-])[O-].[Na+].[Na+].[F-].[K+]. The catalyst is O.CS(C)=O. The product is [CH2:11]([O:13][C:14](=[O:17])[CH2:15][NH:16][C:2]1[C:7]([C:8]#[N:9])=[CH:6][CH:5]=[CH:4][N:3]=1)[CH3:12]. The yield is 0.510. (6) The product is [C:7]([NH:9][C:10]([NH:15][C:14]1[CH:16]=[CH:17][C:18]([O:20][C:21]2[C:30]3[C:25](=[CH:26][C:27]([O:33][CH3:34])=[C:28]([O:31][CH3:32])[CH:29]=3)[N:24]=[CH:23][CH:22]=2)=[CH:19][C:13]=1[Cl:12])=[S:11])(=[O:8])[C:1]1[CH:6]=[CH:5][CH:4]=[CH:3][CH:2]=1. The yield is 0.480. The reactants are [C:1]1([C:7]([N:9]=[C:10]=[S:11])=[O:8])[CH:6]=[CH:5][CH:4]=[CH:3][CH:2]=1.[Cl:12][C:13]1[CH:19]=[C:18]([O:20][C:21]2[C:30]3[C:25](=[CH:26][C:27]([O:33][CH3:34])=[C:28]([O:31][CH3:32])[CH:29]=3)[N:24]=[CH:23][CH:22]=2)[CH:17]=[CH:16][C:14]=1[NH2:15].C1(C)C=CC=CC=1. The catalyst is C(O)C.